Dataset: Forward reaction prediction with 1.9M reactions from USPTO patents (1976-2016). Task: Predict the product of the given reaction. (1) Given the reactants CN(C=O)C.[Cl:6][C:7]1[N:17]=[CH:16][C:10]2[N:11]=[CH:12][NH:13][C:14](=O)[C:9]=2[CH:8]=1.S(Cl)([Cl:20])=O, predict the reaction product. The product is: [Cl:20][C:14]1[C:9]2[CH:8]=[C:7]([Cl:6])[N:17]=[CH:16][C:10]=2[N:11]=[CH:12][N:13]=1. (2) Given the reactants [CH3:1][N:2]([CH3:27])[CH2:3][CH2:4][N:5]1[C:9]2[N:10]=[C:11]([C:20]3[CH:26]=[CH:25][C:23]([NH2:24])=[CH:22][CH:21]=3)[N:12]=[C:13]([N:14]3[CH2:19][CH2:18][O:17][CH2:16][CH2:15]3)[C:8]=2[CH:7]=[CH:6]1.ClC(Cl)(O[C:32](=[O:38])OC(Cl)(Cl)Cl)Cl.[CH3:40][N:41]([CH3:46])[CH2:42][CH2:43][CH2:44][NH2:45], predict the reaction product. The product is: [CH3:1][N:2]([CH3:27])[CH2:3][CH2:4][N:5]1[C:9]2[N:10]=[C:11]([C:20]3[CH:26]=[CH:25][C:23]([NH:24][C:32]([NH:45][CH2:44][CH2:43][CH2:42][N:41]([CH3:46])[CH3:40])=[O:38])=[CH:22][CH:21]=3)[N:12]=[C:13]([N:14]3[CH2:15][CH2:16][O:17][CH2:18][CH2:19]3)[C:8]=2[CH:7]=[CH:6]1.